Dataset: Forward reaction prediction with 1.9M reactions from USPTO patents (1976-2016). Task: Predict the product of the given reaction. (1) Given the reactants [NH2:1][C:2]([C:7]1[CH:12]=[CH:11][CH:10]=[CH:9][CH:8]=1)([CH3:6])[C:3](O)=[O:4].[H-].[H-].[H-].[H-].[Li+].[Al+3], predict the reaction product. The product is: [NH2:1][C:2]([C:7]1[CH:12]=[CH:11][CH:10]=[CH:9][CH:8]=1)([CH3:6])[CH2:3][OH:4]. (2) Given the reactants [C:1]1([C:7]2([C:17]3[CH:22]=[CH:21][CH:20]=[CH:19][CH:18]=3)[C:15]3[CH:14]=[CH:13][N:12]=[CH:11][C:10]=3[C:9](=[O:16])[O:8]2)[CH:6]=[CH:5][CH:4]=[CH:3][CH:2]=1.C1(C2(C3C=CC=CC=3)C3CNCCC=3C(=O)O2)C=CC=CC=1, predict the reaction product. The product is: [C:17]1([C:7]2([C:1]3[CH:2]=[CH:3][CH:4]=[CH:5][CH:6]=3)[C:15]3[CH2:14][CH2:13][NH:12][CH2:11][C:10]=3[C:9](=[O:16])[O:8]2)[CH:18]=[CH:19][CH:20]=[CH:21][CH:22]=1. (3) The product is: [C:1](=[O:2])([O-:4])[O-:3].[CH3:16][O:15][CH2:14][N+:9]1([CH3:8])[CH2:13][CH2:12][CH2:11][CH2:10]1.[CH3:16][O:15][CH2:14][N+:9]1([CH3:8])[CH2:13][CH2:12][CH2:11][CH2:10]1. Given the reactants [C:1](=[O:4])([O-:3])[O-:2].[Na+].[Na+].[Cl-].[CH3:8][N+:9]1([CH2:14][O:15][CH3:16])[CH2:13][CH2:12][CH2:11][CH2:10]1, predict the reaction product. (4) Given the reactants FC(F)(F)C(O)=O.[Cl:8][C:9]1[CH:14]=[C:13]2[NH:15][C:16](=[O:38])[C:17]3([CH:21]([C:22]4[CH:27]=[CH:26][CH:25]=[C:24]([Cl:28])[C:23]=4[F:29])[CH:20]([C:30]([OH:32])=O)[NH:19][CH:18]3[CH2:33][C:34]([CH3:37])([CH3:36])[CH3:35])[C:12]2=[CH:11][CH:10]=1.C(N(C(C)C)CC)(C)C.C1(P(Cl)(C2C=CC=CC=2)=O)C=CC=CC=1.[CH3:63][O:64][C:65]1[CH:71]=[C:70]([S:72]([N:75]2[CH2:80][CH2:79][O:78][CH2:77][CH2:76]2)(=[O:74])=[O:73])[CH:69]=[CH:68][C:66]=1[NH2:67], predict the reaction product. The product is: [CH3:63][O:64][C:65]1[CH:71]=[C:70]([S:72]([N:75]2[CH2:80][CH2:79][O:78][CH2:77][CH2:76]2)(=[O:73])=[O:74])[CH:69]=[CH:68][C:66]=1[NH:67][C:30]([CH:20]1[NH:19][CH:18]([CH2:33][C:34]([CH3:35])([CH3:36])[CH3:37])[C:17]2([C:12]3[C:13](=[CH:14][C:9]([Cl:8])=[CH:10][CH:11]=3)[NH:15][C:16]2=[O:38])[CH:21]1[C:22]1[CH:27]=[CH:26][CH:25]=[C:24]([Cl:28])[C:23]=1[F:29])=[O:32]. (5) Given the reactants [CH3:1][C:2]([CH3:7])([CH3:6])[C:3]([NH2:5])=[O:4].C(Cl)(=O)[C:9](Cl)=[O:10].[NH2:14][C:15]1[N:20]=[C:19]([CH3:21])[C:18]([O:22][C:23]2[CH:28]=[CH:27][N:26]=[C:25]([NH:29][C:30](=[O:36])[O:31][C:32]([CH3:35])([CH3:34])[CH3:33])[CH:24]=2)=[CH:17][CH:16]=1.N1C=CC=CC=1, predict the reaction product. The product is: [CH3:21][C:19]1[C:18]([O:22][C:23]2[CH:28]=[CH:27][N:26]=[C:25]([NH:29][C:30](=[O:36])[O:31][C:32]([CH3:33])([CH3:35])[CH3:34])[CH:24]=2)=[CH:17][CH:16]=[C:15]([NH:14][C:9]([NH:5][C:3](=[O:4])[C:2]([CH3:7])([CH3:6])[CH3:1])=[O:10])[N:20]=1. (6) Given the reactants [C:1]([O:5][C:6](=[O:20])[C:7]([CH3:19])([S:9][C:10]1[CH:18]=[CH:17][C:13]([C:14]([OH:16])=[O:15])=[CH:12][CH:11]=1)[CH3:8])([CH3:4])([CH3:3])[CH3:2].[F:21][C:22]([F:39])([F:38])[S:23][C:24]1[CH:37]=[CH:36][C:27]([CH2:28][N:29]2[CH:33]=[C:32]([CH2:34]O)[N:31]=[N:30]2)=[CH:26][CH:25]=1.C1(N=C=NC2CCCCC2)CCCCC1, predict the reaction product. The product is: [C:1]([O:5][C:6](=[O:20])[C:7]([CH3:8])([S:9][C:10]1[CH:11]=[CH:12][C:13]([C:14]([O:16][CH2:34][C:32]2[N:31]=[N:30][N:29]([CH2:28][C:27]3[CH:26]=[CH:25][C:24]([S:23][C:22]([F:39])([F:21])[F:38])=[CH:37][CH:36]=3)[CH:33]=2)=[O:15])=[CH:17][CH:18]=1)[CH3:19])([CH3:2])([CH3:3])[CH3:4].